Dataset: NCI-60 drug combinations with 297,098 pairs across 59 cell lines. Task: Regression. Given two drug SMILES strings and cell line genomic features, predict the synergy score measuring deviation from expected non-interaction effect. (1) Drug 2: C1CCC(C(C1)N)N.C(=O)(C(=O)[O-])[O-].[Pt+4]. Cell line: MDA-MB-435. Drug 1: COC1=C2C(=CC3=C1OC=C3)C=CC(=O)O2. Synergy scores: CSS=-4.99, Synergy_ZIP=2.78, Synergy_Bliss=-10.4, Synergy_Loewe=-12.7, Synergy_HSA=-13.0. (2) Drug 1: CN(CC1=CN=C2C(=N1)C(=NC(=N2)N)N)C3=CC=C(C=C3)C(=O)NC(CCC(=O)O)C(=O)O. Drug 2: COCCOC1=C(C=C2C(=C1)C(=NC=N2)NC3=CC=CC(=C3)C#C)OCCOC. Cell line: T-47D. Synergy scores: CSS=40.7, Synergy_ZIP=-2.79, Synergy_Bliss=-3.91, Synergy_Loewe=-4.77, Synergy_HSA=0.128. (3) Drug 1: CC1=CC2C(CCC3(C2CCC3(C(=O)C)OC(=O)C)C)C4(C1=CC(=O)CC4)C. Drug 2: CC12CCC3C(C1CCC2OP(=O)(O)O)CCC4=C3C=CC(=C4)OC(=O)N(CCCl)CCCl.[Na+]. Cell line: SN12C. Synergy scores: CSS=-0.796, Synergy_ZIP=-2.93, Synergy_Bliss=-7.85, Synergy_Loewe=-6.04, Synergy_HSA=-6.70. (4) Drug 1: CC(CN1CC(=O)NC(=O)C1)N2CC(=O)NC(=O)C2. Drug 2: CC1CCC2CC(C(=CC=CC=CC(CC(C(=O)C(C(C(=CC(C(=O)CC(OC(=O)C3CCCCN3C(=O)C(=O)C1(O2)O)C(C)CC4CCC(C(C4)OC)OCCO)C)C)O)OC)C)C)C)OC. Cell line: NCI-H522. Synergy scores: CSS=24.4, Synergy_ZIP=1.19, Synergy_Bliss=2.17, Synergy_Loewe=3.65, Synergy_HSA=5.17. (5) Drug 1: C1=NNC2=C1C(=O)NC=N2. Drug 2: CCN(CC)CCCC(C)NC1=C2C=C(C=CC2=NC3=C1C=CC(=C3)Cl)OC. Cell line: BT-549. Synergy scores: CSS=14.5, Synergy_ZIP=-0.363, Synergy_Bliss=4.01, Synergy_Loewe=-14.9, Synergy_HSA=1.87.